This data is from Full USPTO retrosynthesis dataset with 1.9M reactions from patents (1976-2016). The task is: Predict the reactants needed to synthesize the given product. (1) The reactants are: [Cl:1][C:2]1[CH:7]=[CH:6][C:5]([O:8][C:9](=[O:24])[N:10]([CH2:12][CH2:13][C@H:14]2[CH2:19][CH2:18][C@H:17](/[CH:20]=[CH:21]/[CH2:22]Cl)[CH2:16][CH2:15]2)[CH3:11])=[CH:4][CH:3]=1.[CH3:25][NH:26][CH3:27]. Given the product [Cl:1][C:2]1[CH:7]=[CH:6][C:5]([O:8][C:9](=[O:24])[N:10]([CH2:12][CH2:13][C@H:14]2[CH2:19][CH2:18][C@H:17](/[CH:20]=[CH:21]/[CH2:22][N:26]([CH3:27])[CH3:25])[CH2:16][CH2:15]2)[CH3:11])=[CH:4][CH:3]=1, predict the reactants needed to synthesize it. (2) Given the product [I:18][C:2]1[CH:3]=[N:4][C:5]2[C:10]([CH:11]=1)=[CH:9][CH:8]=[CH:7][CH:6]=2, predict the reactants needed to synthesize it. The reactants are: Br[C:2]1[CH:3]=[N:4][C:5]2[C:10]([CH:11]=1)=[CH:9][CH:8]=[CH:7][CH:6]=2.CNCCNC.[I-:18].[Na+].O. (3) Given the product [F:1][C:2]([F:30])([F:29])[C:3]1[CH:8]=[C:7]([C:9]([F:12])([F:11])[F:10])[CH:6]=[CH:5][C:4]=1[C:13]1[CH:17]=[C:16]([CH2:18][N:19]2[CH:24]=[C:23]3[N:25]=[C:26]([C:33]4[CH:34]=[CH:35][CH:36]=[CH:37][C:32]=4[CH3:31])[N:27]=[C:22]3[CH:21]=[N:20]2)[O:15][N:14]=1, predict the reactants needed to synthesize it. The reactants are: [F:1][C:2]([F:30])([F:29])[C:3]1[CH:8]=[C:7]([C:9]([F:12])([F:11])[F:10])[CH:6]=[CH:5][C:4]=1[C:13]1[CH:17]=[C:16]([CH2:18][N:19]2[CH:24]=[C:23]3[N:25]=[C:26](Br)[N:27]=[C:22]3[CH:21]=[N:20]2)[O:15][N:14]=1.[CH3:31][C:32]1[CH:37]=[CH:36][CH:35]=[CH:34][C:33]=1B(O)O. (4) Given the product [NH2:1][C:2]1[C:11]2[N:12]=[C:13]([CH2:20][O:21][CH2:22][CH3:23])[N:14]([CH2:15][C:16]([OH:18])([CH3:19])[CH3:17])[C:10]=2[C:9]2[N:8]=[CH:7][C:6]([C:32]3[CH:33]=[C:28]([CH:29]=[CH:30][CH:31]=3)[C:26]([NH2:25])=[O:27])=[CH:5][C:4]=2[N:3]=1, predict the reactants needed to synthesize it. The reactants are: [NH2:1][C:2]1[C:11]2[N:12]=[C:13]([CH2:20][O:21][CH2:22][CH3:23])[N:14]([CH2:15][C:16]([CH3:19])([OH:18])[CH3:17])[C:10]=2[C:9]2[N:8]=[CH:7][C:6](Br)=[CH:5][C:4]=2[N:3]=1.[NH2:25][C:26]([C:28]1[CH:29]=[C:30](B(O)O)[CH:31]=[CH:32][CH:33]=1)=[O:27].C(=O)([O-])[O-].[K+].[K+].COCCOC. (5) Given the product [CH3:1][C:2]1[N:6]([CH2:7][CH2:8][CH2:9][NH2:10])[CH:5]=[N:4][CH:3]=1, predict the reactants needed to synthesize it. The reactants are: [CH3:1][C:2]1[N:6]([CH2:7][CH2:8][CH2:9][N:10]2C(=O)C3C(=CC=CC=3)C2=O)[CH:5]=[N:4][CH:3]=1.O.NN. (6) The reactants are: [NH2:1][CH2:2][C@H:3]1[CH2:8][CH2:7][C@H:6]([C:9]2[NH:17][C:16]3[C:15]4=[N:18][C@H:19]([CH2:21][C:22]5[CH:27]=[CH:26][CH:25]=[CH:24][CH:23]=5)[CH2:20][N:14]4[C:13](=[O:28])[N:12]([CH2:29][CH2:30][CH3:31])[C:11]=3[N:10]=2)[CH2:5][CH2:4]1.[C:32](OC(=O)C)(=[O:34])[CH3:33].N1C=CC=CC=1.C(=O)([O-])O.[Na+].C(Cl)[Cl:51]. Given the product [ClH:51].[C:32]([NH:1][CH2:2][C@H:3]1[CH2:4][CH2:5][C@H:6]([C:9]2[NH:17][C:16]3[C:15]4=[N:18][C@H:19]([CH2:21][C:22]5[CH:23]=[CH:24][CH:25]=[CH:26][CH:27]=5)[CH2:20][N:14]4[C:13](=[O:28])[N:12]([CH2:29][CH2:30][CH3:31])[C:11]=3[N:10]=2)[CH2:7][CH2:8]1)(=[O:34])[CH3:33], predict the reactants needed to synthesize it.